This data is from Blood-brain barrier permeability classification from the B3DB database. The task is: Regression/Classification. Given a drug SMILES string, predict its absorption, distribution, metabolism, or excretion properties. Task type varies by dataset: regression for continuous measurements (e.g., permeability, clearance, half-life) or binary classification for categorical outcomes (e.g., BBB penetration, CYP inhibition). Dataset: b3db_classification. (1) The drug is CC(=O)Oc1ccc(/C=C/C(=O)NCCc2ccccc2)cc1OC(C)=O. The result is 0 (does not penetrate BBB). (2) The compound is CC(C)C(=O)Nc1ccc([N+](=O)[O-])c(C(F)(F)F)c1. The result is 0 (does not penetrate BBB). (3) The molecule is Cc1ncc2n1-c1ccc(Cl)cc1C(c1ccccc1F)=N[C@H]2O. The result is 1 (penetrates BBB). (4) The drug is CN[C@@H]1C[C@H](c2ccc(Cl)c(Cl)c2)c2ccccc21. The result is 1 (penetrates BBB). (5) The compound is COc1ccc([C@@H]2[C@H](N)[C@@H]2S(=O)(=O)c2ccc(C)cc2)cc1. The result is 1 (penetrates BBB). (6) The compound is CCCCNC[C@@H]1COc2cccc(OCC)c2O1. The result is 1 (penetrates BBB). (7) The drug is CN(C)CCC=C1c2ccccc2Sc2ccc(Cl)cc21. The result is 1 (penetrates BBB). (8) The molecule is NC(=O)c1ncn(C2OC(CO)C(O)C2O)n1. The result is 1 (penetrates BBB). (9) The drug is Cc1ccc(S(=O)(=O)[C@H]2[C@H](CN)[C@@H]2c2ccccc2)cc1. The result is 1 (penetrates BBB).